Predict the reactants needed to synthesize the given product. From a dataset of Full USPTO retrosynthesis dataset with 1.9M reactions from patents (1976-2016). (1) Given the product [CH2:1]([O:5][CH2:6][CH2:7][O:8][C:9]1[CH:10]=[CH:11][C:12]([C:15]2[CH:20]=[CH:19][C:18]([N:21]3[CH2:25][CH2:24][CH:23]([CH3:26])[CH2:22]3)=[C:17](/[CH:27]=[C:28](\[CH3:34])/[C:29]([OH:31])=[O:30])[CH:16]=2)=[CH:13][CH:14]=1)[CH2:2][CH2:3][CH3:4], predict the reactants needed to synthesize it. The reactants are: [CH2:1]([O:5][CH2:6][CH2:7][O:8][C:9]1[CH:14]=[CH:13][C:12]([C:15]2[CH:20]=[CH:19][C:18]([N:21]3[CH2:25][CH2:24][CH:23]([CH3:26])[CH2:22]3)=[C:17](/[CH:27]=[C:28](\[CH3:34])/[C:29]([O:31]CC)=[O:30])[CH:16]=2)=[CH:11][CH:10]=1)[CH2:2][CH2:3][CH3:4].[OH-].[Na+].Cl. (2) Given the product [CH3:43][C:32]1[CH:31]=[C:30]([O:29][CH2:2][CH2:3][CH:4]([C:9]2[S:10][C:11]3[CH:18]=[C:17]([C:19]([F:22])([F:21])[F:20])[CH:16]=[CH:15][C:12]=3[C:13]=2[CH3:14])[CH2:5][CH2:6][O:7][CH3:8])[CH:35]=[CH:34][C:33]=1[O:36][CH2:37][C:38]([O:40][CH2:41][CH3:42])=[O:39], predict the reactants needed to synthesize it. The reactants are: Br[CH2:2][CH2:3][CH:4]([C:9]1[S:10][C:11]2[CH:18]=[C:17]([C:19]([F:22])([F:21])[F:20])[CH:16]=[CH:15][C:12]=2[C:13]=1[CH3:14])[CH2:5][CH2:6][O:7][CH3:8].C(=O)([O-])[O-].[Cs+].[Cs+].[OH:29][C:30]1[CH:35]=[CH:34][C:33]([O:36][CH2:37][C:38]([O:40][CH2:41][CH3:42])=[O:39])=[C:32]([CH3:43])[CH:31]=1. (3) Given the product [NH2:1][C:2]1[CH:3]=[C:4]([C:8]2[C:13]3[N:14]([C:17]4[CH:22]=[CH:21][CH:20]=[CH:19][CH:18]=4)[CH:15]=[N:16][C:12]=3[CH:11]=[C:10]([CH2:23][OH:24])[CH:9]=2)[CH:5]=[CH:6][CH:7]=1, predict the reactants needed to synthesize it. The reactants are: [NH2:1][C:2]1[CH:3]=[C:4]([C:8]2[C:13]3[N:14]([C:17]4[CH:22]=[CH:21][CH:20]=[CH:19][CH:18]=4)[CH:15]=[N:16][C:12]=3[CH:11]=[C:10]([C:23](OCC)=[O:24])[CH:9]=2)[CH:5]=[CH:6][CH:7]=1.C(=O)(O)[O-].[Na+]. (4) Given the product [C:31]([O:30][C:28]([N:35]1[CH2:41][CH2:40][CH2:39][N:38]([C:2]2[N:3]=[CH:4][C:5]([C:8]([NH:10][C:11]3[CH:26]=[CH:25][C:24]([F:27])=[CH:23][C:12]=3[C:13]([NH:15][C:16]3[CH:21]=[CH:20][C:19]([Cl:22])=[CH:18][N:17]=3)=[O:14])=[O:9])=[N:6][CH:7]=2)[CH2:37][CH2:36]1)=[O:29])([CH3:34])([CH3:32])[CH3:33], predict the reactants needed to synthesize it. The reactants are: Cl[C:2]1[N:3]=[CH:4][C:5]([C:8]([NH:10][C:11]2[CH:26]=[CH:25][C:24]([F:27])=[CH:23][C:12]=2[C:13]([NH:15][C:16]2[CH:21]=[CH:20][C:19]([Cl:22])=[CH:18][N:17]=2)=[O:14])=[O:9])=[N:6][CH:7]=1.[C:28]([N:35]1[CH2:41][CH2:40][CH2:39][NH:38][CH2:37][CH2:36]1)([O:30][C:31]([CH3:34])([CH3:33])[CH3:32])=[O:29].N1C=CC=CC=1.CCOCC. (5) The reactants are: C([O:5][C:6]([N:8]1[CH2:13][CH2:12][N:11]([CH2:14][C:15]2([CH3:26])[O:19][C:18]3=[N:20][C:21]([N+:23]([O-:25])=[O:24])=[CH:22][N:17]3[CH2:16]2)[CH2:10][CH2:9]1)=[O:7])(C)(C)C.FC(F)(F)C(O)=O.C(N(CC)CC)C.[Cl:41]C(O[CH2:45][C:46]1[CH:51]=[CH:50][CH:49]=[CH:48][CH:47]=1)=O.Cl. Given the product [ClH:41].[CH3:26][C:15]1([CH2:14][N:11]2[CH2:10][CH2:9][N:8]([C:6]([O:5][CH2:45][C:46]3[CH:51]=[CH:50][CH:49]=[CH:48][CH:47]=3)=[O:7])[CH2:13][CH2:12]2)[O:19][C:18]2=[N:20][C:21]([N+:23]([O-:25])=[O:24])=[CH:22][N:17]2[CH2:16]1, predict the reactants needed to synthesize it. (6) Given the product [F:1][C:2]1[CH:3]=[C:4]([N:20]2[CH2:24][C@H:23]([CH2:25][NH:26][C:27](=[S:42])[CH:28]([F:30])[F:29])[O:22][C:21]2=[O:32])[CH:5]=[C:6]([F:19])[C:7]=1[N:8]1[CH2:13][CH2:12][CH:11]([N:14]2[CH:18]=[N:17][N:16]=[N:15]2)[CH2:10][CH2:9]1, predict the reactants needed to synthesize it. The reactants are: [F:1][C:2]1[CH:3]=[C:4]([N:20]2[CH2:24][C@H:23]([CH2:25][NH:26][C:27](=O)[CH:28]([F:30])[F:29])[O:22][C:21]2=[O:32])[CH:5]=[C:6]([F:19])[C:7]=1[N:8]1[CH2:13][CH2:12][CH:11]([N:14]2[CH:18]=[N:17][N:16]=[N:15]2)[CH2:10][CH2:9]1.COC1C=CC(P2(SP(C3C=CC(OC)=CC=3)(=S)S2)=[S:42])=CC=1. (7) Given the product [C:4]([C:5]1[CH:10]=[CH:9][C:8]([CH2:11][NH2:12])=[CH:7][CH:6]=1)#[N:1], predict the reactants needed to synthesize it. The reactants are: [N:1]([CH2:4][C:5]1[CH:10]=[CH:9][C:8]([C:11]#[N:12])=[CH:7][CH:6]=1)=[N+]=[N-]. (8) Given the product [C:12]([CH2:11][C@@H:10]([NH:13][C:14]([C:16]1[S:17][CH:18]=[CH:19][C:20]=1[NH:21][C:22]1[CH:27]=[CH:26][N:25]=[C:24]2[NH:28][CH:29]=[CH:30][C:23]=12)=[O:15])[C:9]1[CH:37]=[CH:36][CH:32]=[CH:33][CH:34]=1)#[N:8], predict the reactants needed to synthesize it. The reactants are: C(OC([N:8]1[CH2:12][CH2:11][CH:10]([NH:13][C:14]([C:16]2[S:17][CH:18]=[CH:19][C:20]=2[NH:21][C:22]2[CH:27]=[CH:26][N:25]=[C:24]3[NH:28][CH:29]=[CH:30][C:23]=23)=[O:15])[CH2:9]1)=O)(C)(C)C.N[C@@H:32]([C:36]1C=CC=C[CH:37]=1)[CH2:33][C:34]#N. (9) Given the product [CH3:26][N:25]1[CH:16]2[CH2:15][CH2:14][CH:13]1[C@H:12]([CH2:10][OH:9])[C@@H:18]([C:19]1[CH:24]=[CH:23][CH:22]=[CH:21][CH:20]=1)[CH2:17]2, predict the reactants needed to synthesize it. The reactants are: [H-].[H-].[H-].[H-].[Li+].[Al+3].C([O:9][C:10]([C@@H:12]1[C@@H:18]([C:19]2[CH:24]=[CH:23][CH:22]=[CH:21][CH:20]=2)[CH2:17][CH:16]2[N:25]([CH3:26])[CH:13]1[CH2:14][CH2:15]2)=O)C.O.[OH-].[Na+].